Dataset: Forward reaction prediction with 1.9M reactions from USPTO patents (1976-2016). Task: Predict the product of the given reaction. (1) The product is: [CH2:1]([O:8][C:9]1[CH:10]=[C:11](/[CH:12]=[CH:21]/[N+:18]([O-:20])=[O:19])[CH:14]=[C:15]([F:17])[CH:16]=1)[C:2]1[CH:7]=[CH:6][CH:5]=[CH:4][CH:3]=1. Given the reactants [CH2:1]([O:8][C:9]1[CH:10]=[C:11]([CH:14]=[C:15]([F:17])[CH:16]=1)[CH:12]=O)[C:2]1[CH:7]=[CH:6][CH:5]=[CH:4][CH:3]=1.[N+:18]([CH3:21])([O-:20])=[O:19].C([O-])(=O)C.[NH4+], predict the reaction product. (2) Given the reactants [F:1][C:2]1[CH:7]=[CH:6][C:5]([NH:8][C:9]([N:11]2[CH:20]([C:21]3[CH:26]=[CH:25][C:24]([C:27]([F:30])([F:29])[F:28])=[CH:23][CH:22]=3)[C:19]3[N:18]=[CH:17][CH:16]=[CH:15][C:14]=3[CH2:13][CH2:12]2)=[O:10])=[CH:4][CH:3]=1.ClC1C=C(C=CC=1)C(OO)=[O:36], predict the reaction product. The product is: [F:1][C:2]1[CH:7]=[CH:6][C:5]([NH+:8]([O-:36])[C:9]([N:11]2[CH:20]([C:21]3[CH:26]=[CH:25][C:24]([C:27]([F:28])([F:30])[F:29])=[CH:23][CH:22]=3)[C:19]3[N:18]=[CH:17][CH:16]=[CH:15][C:14]=3[CH2:13][CH2:12]2)=[O:10])=[CH:4][CH:3]=1. (3) Given the reactants CC1C=CC(S(O[C@H:12]([CH2:16][CH:17]([CH3:22])[CH2:18][CH2:19][CH:20]=[CH2:21])[CH2:13][O:14][CH3:15])(=O)=O)=CC=1.[CH2:23]([O:25][C:26](=[O:42])[CH2:27][N:28]=[C:29]([C:36]1[CH:41]=[CH:40][CH:39]=[CH:38][CH:37]=1)[C:30]1[CH:35]=[CH:34][CH:33]=[CH:32][CH:31]=1)[CH3:24].CC([O-])(C)C.[K+], predict the reaction product. The product is: [C:30]1([C:29](=[N:28][CH:27]([C@H:12]([CH2:13][O:14][CH3:15])[CH2:16][CH:17]([CH3:22])[CH2:18][CH2:19][CH:20]=[CH2:21])[C:26]([O:25][CH2:23][CH3:24])=[O:42])[C:36]2[CH:41]=[CH:40][CH:39]=[CH:38][CH:37]=2)[CH:31]=[CH:32][CH:33]=[CH:34][CH:35]=1.